From a dataset of Reaction yield outcomes from USPTO patents with 853,638 reactions. Predict the reaction yield, written as a fraction of the theoretical maximum amount of product (1.0 means a 100% yield; for example, 0.34 means a 34% yield). (1) The reactants are CCN=C=NCCCN(C)C.[CH3:12][N:13]1[C:21]2[C:16](=[CH:17][CH:18]=[CH:19][CH:20]=2)[CH:15]=[C:14]1[C:22]([OH:24])=O.Cl.[CH3:26][O:27][C:28](=[O:31])[CH2:29][NH2:30].CCOCC. The catalyst is CN(C1C=CN=CC=1)C.C(Cl)Cl. The product is [CH3:12][N:13]1[C:21]2[C:16](=[CH:17][CH:18]=[CH:19][CH:20]=2)[CH:15]=[C:14]1[C:22]([NH:30][CH2:29][C:28]([O:27][CH3:26])=[O:31])=[O:24]. The yield is 0.700. (2) The reactants are [CH2:1]1[C:5]2([CH2:10][CH2:9][NH:8][CH2:7][CH2:6]2)[CH2:4][CH2:3][N:2]1[C:11]([O:13][C:14]([CH3:17])([CH3:16])[CH3:15])=[O:12].Br[C:19]1[C:28]2[C:23](=[C:24]([C:29]([F:32])([F:31])[F:30])[CH:25]=[CH:26][CH:27]=2)[N:22]=[CH:21][CH:20]=1.CC([O-])(C)C.[Na+].C1C=CC(P(C2C(C3C(P(C4C=CC=CC=4)C4C=CC=CC=4)=CC=C4C=3C=CC=C4)=C3C(C=CC=C3)=CC=2)C2C=CC=CC=2)=CC=1. The catalyst is C1(C)C=CC=CC=1.CC([O-])=O.CC([O-])=O.[Pd+2]. The product is [F:32][C:29]([F:30])([F:31])[C:24]1[CH:25]=[CH:26][CH:27]=[C:28]2[C:23]=1[N:22]=[CH:21][CH:20]=[C:19]2[N:8]1[CH2:7][CH2:6][C:5]2([CH2:1][N:2]([C:11]([O:13][C:14]([CH3:17])([CH3:16])[CH3:15])=[O:12])[CH2:3][CH2:4]2)[CH2:10][CH2:9]1. The yield is 0.400. (3) The reactants are [CH3:1][O:2][C:3]1[CH:4]=[C:5]([CH:23]=[CH:24][CH:25]=1)[CH2:6][C:7]1[C:16]2[C:11](=[CH:12][C:13]([O:19][CH3:20])=[C:14]([O:17][CH3:18])[CH:15]=2)[C:10]([CH2:21]Cl)=[CH:9][N:8]=1.[C-:26]#[N:27].[Na+].[I-].[Na+]. The catalyst is C(O)C. The product is [CH3:1][O:2][C:3]1[CH:4]=[C:5]([CH:23]=[CH:24][CH:25]=1)[CH2:6][C:7]1[C:16]2[C:11](=[CH:12][C:13]([O:19][CH3:20])=[C:14]([O:17][CH3:18])[CH:15]=2)[C:10]([CH2:21][C:26]#[N:27])=[CH:9][N:8]=1. The yield is 0.474. (4) The reactants are [NH2:1][C@@H:2]([C:4]1[CH:13]=[CH:12][C:7]([C:8]([O:10][CH3:11])=[O:9])=[CH:6][CH:5]=1)[CH3:3].CO.[CH3:16][C:17]1([CH:23]=O)[CH2:22][CH2:21][CH2:20][CH2:19][CH2:18]1.C(O)(=O)C.C([BH3-])#N.[Na+]. No catalyst specified. The product is [CH3:16][C:17]1([CH2:23][NH:1][C@@H:2]([C:4]2[CH:13]=[CH:12][C:7]([C:8]([O:10][CH3:11])=[O:9])=[CH:6][CH:5]=2)[CH3:3])[CH2:22][CH2:21][CH2:20][CH2:19][CH2:18]1. The yield is 0.630. (5) The yield is 0.780. The product is [F:12][C:13]1[CH:14]=[C:15]([CH:19]=[C:20]([F:22])[CH:21]=1)[C:16]([O:18][C:24]([CH3:26])([CH3:25])[CH3:23])=[O:17]. The reactants are OS(O)(=O)=O.[O-]S([O-])(=O)=O.[Mg+2].[F:12][C:13]1[CH:14]=[C:15]([CH:19]=[C:20]([F:22])[CH:21]=1)[C:16]([OH:18])=[O:17].[CH3:23][C:24](O)([CH3:26])[CH3:25]. The catalyst is C1(C)C=CC=CC=1. (6) The reactants are [C:1]([C:4]1[C:12]2[C:7](=[CH:8][CH:9]=[CH:10][CH:11]=2)[N:6]([C:13]2[CH:14]=[C:15]([C:19]#[C:20][CH:21]([OH:27])[C:22](OCC)=[O:23])[CH:16]=[CH:17][CH:18]=2)[N:5]=1)(=[O:3])[NH2:2].[CH3:28][NH:29][CH3:30]. No catalyst specified. The product is [CH3:28][N:29]([CH3:30])[C:22]([CH:21]([OH:27])[C:20]#[C:19][C:15]1[CH:14]=[C:13]([N:6]2[C:7]3[C:12](=[CH:11][CH:10]=[CH:9][CH:8]=3)[C:4]([C:1]([NH2:2])=[O:3])=[N:5]2)[CH:18]=[CH:17][CH:16]=1)=[O:23]. The yield is 0.100. (7) The catalyst is O1CCOCC1.O.C(#N)C. The reactants are C(O[N:6]([CH2:12][C:13]1[CH:18]=[CH:17][C:16]([O:19][CH2:20][CH2:21][CH2:22][F:23])=[C:15]([Br:24])[CH:14]=1)[C:7]([N:9]=C=O)=[NH:8])(C)(C)C.[ClH:25]. The product is [ClH:25].[Br:24][C:15]1[CH:14]=[C:13]([CH:18]=[CH:17][C:16]=1[O:19][CH2:20][CH2:21][CH2:22][F:23])[CH2:12][NH:6][C:7]([NH2:9])=[NH:8]. The yield is 0.990.